This data is from Forward reaction prediction with 1.9M reactions from USPTO patents (1976-2016). The task is: Predict the product of the given reaction. Given the reactants [BH4-].[Na+].[Cl:3][C:4]1[CH:5]=[C:6]([C@@H:10]([OH:15])[C:11](OC)=[O:12])[CH:7]=[CH:8][CH:9]=1.[Cl-].[NH4+], predict the reaction product. The product is: [Cl:3][C:4]1[CH:5]=[C:6]([C@@H:10]([OH:15])[CH2:11][OH:12])[CH:7]=[CH:8][CH:9]=1.